Dataset: Forward reaction prediction with 1.9M reactions from USPTO patents (1976-2016). Task: Predict the product of the given reaction. (1) Given the reactants [Cl:1][C:2]1[CH:3]=[C:4]([CH:10]([C:22]([F:25])([F:24])[F:23])/[CH:11]=[CH:12]/[C:13]2[CH:14]=[C:15]3[C:19](=[CH:20][CH:21]=2)[NH:18][CH2:17][CH2:16]3)[CH:5]=[C:6]([Cl:9])[C:7]=1[F:8].[N:26]([O-])=[O:27].[Na+], predict the reaction product. The product is: [Cl:1][C:2]1[CH:3]=[C:4]([CH:10]([C:22]([F:24])([F:23])[F:25])[CH:11]=[CH:12][C:13]2[CH:14]=[C:15]3[C:19](=[CH:20][CH:21]=2)[N:18]([N:26]=[O:27])[CH2:17][CH2:16]3)[CH:5]=[C:6]([Cl:9])[C:7]=1[F:8]. (2) Given the reactants C([O:3][C:4](=[O:38])[CH2:5][CH2:6][CH2:7][CH2:8][CH2:9][C:10](=[O:37])[N:11]1[C:19]2[C:14](=[CH:15][C:16]([O:20][CH2:21][C:22]3[S:23][C:24]([C:33]([F:36])([F:35])[F:34])=[C:25]([C:27]4[CH:32]=[CH:31][CH:30]=[CH:29][CH:28]=4)[CH:26]=3)=[CH:17][CH:18]=2)[CH2:13][CH2:12]1)C.Cl.O, predict the reaction product. The product is: [O:37]=[C:10]([N:11]1[C:19]2[C:14](=[CH:15][C:16]([O:20][CH2:21][C:22]3[S:23][C:24]([C:33]([F:36])([F:35])[F:34])=[C:25]([C:27]4[CH:32]=[CH:31][CH:30]=[CH:29][CH:28]=4)[CH:26]=3)=[CH:17][CH:18]=2)[CH2:13][CH2:12]1)[CH2:9][CH2:8][CH2:7][CH2:6][CH2:5][C:4]([OH:38])=[O:3]. (3) Given the reactants [N+:1]([C:4]1[CH:12]=[CH:11][C:7]2[N:8]=[CH:9][NH:10][C:6]=2[CH:5]=1)([O-])=O.[OH:13][CH2:14][CH2:15]Br.[Br:17]Br.N, predict the reaction product. The product is: [OH:13][CH2:14][CH2:15][N:10]1[C:6]2[C:5]([Br:17])=[C:4]([NH2:1])[CH:12]=[CH:11][C:7]=2[N:8]=[CH:9]1.[OH:13][CH2:14][CH2:15][N:8]1[C:7]2[CH:11]=[CH:12][C:4]([NH2:1])=[C:5]([Br:17])[C:6]=2[N:10]=[CH:9]1. (4) Given the reactants Cl[C:2]1[N:7]=[C:6]([C:8]([O:10]CC)=O)[C:5]([N+:13]([O-])=O)=[C:4]([N:16]([CH2:23][C:24]([O:26]CC)=O)[C:17]2[CH:22]=[CH:21][CH:20]=[CH:19][CH:18]=2)[N:3]=1.Cl[C:30]1N=[C:34]([C:36](OCC)=O)[C:33]([N+]([O-])=O)=[C:32](Cl)[N:31]=1.C1([NH:51]CC(OCC)=O)C=CC=CC=1.C(N(C(C)C)CC)(C)C.C(=O)(O)[O-].[Na+], predict the reaction product. The product is: [O:26]=[C:24]1[CH2:23][N:16]([C:17]2[CH:18]=[CH:19][CH:20]=[CH:21][CH:22]=2)[C:4]2[N:3]=[C:2]([C:34]3[CH:36]=[CH:30][N:31]=[CH:32][CH:33]=3)[N:7]=[C:6]([C:8]([NH2:51])=[O:10])[C:5]=2[NH:13]1. (5) Given the reactants F[C:2]1[C:7]([C:8]2[N:13]=[C:12]([CH3:14])[N:11]=[C:10]([N:15]([CH2:25][C:26]3[CH:31]=[CH:30][C:29]([O:32][CH3:33])=[CH:28][CH:27]=3)[CH2:16][C:17]3[CH:22]=[CH:21][C:20]([O:23][CH3:24])=[CH:19][CH:18]=3)[N:9]=2)=[CH:6][C:5]([CH2:34][C:35]2[CH:40]=[CH:39][C:38]([S:41]([CH3:44])(=[O:43])=[O:42])=[CH:37][CH:36]=2)=[CH:4][N:3]=1.[NH2:45][C:46]1[CH:47]=[CH:48][C:49]([O:52][CH3:53])=[N:50][CH:51]=1.C[Si]([N-][Si](C)(C)C)(C)C.[Li+], predict the reaction product. The product is: [CH3:24][O:23][C:20]1[CH:21]=[CH:22][C:17]([CH2:16][N:15]([CH2:25][C:26]2[CH:31]=[CH:30][C:29]([O:32][CH3:33])=[CH:28][CH:27]=2)[C:10]2[N:9]=[C:8]([C:7]3[C:2]([NH:45][C:46]4[CH:51]=[N:50][C:49]([O:52][CH3:53])=[CH:48][CH:47]=4)=[N:3][CH:4]=[C:5]([CH2:34][C:35]4[CH:40]=[CH:39][C:38]([S:41]([CH3:44])(=[O:42])=[O:43])=[CH:37][CH:36]=4)[CH:6]=3)[N:13]=[C:12]([CH3:14])[N:11]=2)=[CH:18][CH:19]=1. (6) Given the reactants [C:1]([C:5]1[CH:24]=[CH:23][C:8]([C:9]([N:11]([C:13]2[CH:14]=[C:15]([S:19](O)(=[O:21])=[O:20])[CH:16]=[CH:17][CH:18]=2)[CH3:12])=[O:10])=[CH:7][CH:6]=1)([CH3:4])([CH3:3])[CH3:2].[N:25]1C(Cl)=NC(Cl)=NC=1Cl.C(N(CC)CC)C.[OH-].[NH4+], predict the reaction product. The product is: [C:1]([C:5]1[CH:24]=[CH:23][C:8]([C:9]([N:11]([CH3:12])[C:13]2[CH:18]=[CH:17][CH:16]=[C:15]([S:19]([NH2:25])(=[O:21])=[O:20])[CH:14]=2)=[O:10])=[CH:7][CH:6]=1)([CH3:4])([CH3:3])[CH3:2].